Binary Classification. Given a miRNA mature sequence and a target amino acid sequence, predict their likelihood of interaction. From a dataset of Experimentally validated miRNA-target interactions with 360,000+ pairs, plus equal number of negative samples. The miRNA is hsa-miR-7-5p with sequence UGGAAGACUAGUGAUUUUGUUGUU. The protein sequence of the target gene is MSVNMDELRHQVMINQFVLAAGCAADQAKQLLQAAHWQFETALSTFFQETNIPNSHHHHQMMCTPSNTPATPPNFPDALAMFSKLRASEGLQSSNSPMTAAACSPPANFSPFWASSPPSHQAPWIPPSSPTTFHHLHRPQPTWPPGAQQGGAQQKAMAAMDGQR. Result: 0 (no interaction).